This data is from HIV replication inhibition screening data with 41,000+ compounds from the AIDS Antiviral Screen. The task is: Binary Classification. Given a drug SMILES string, predict its activity (active/inactive) in a high-throughput screening assay against a specified biological target. (1) The drug is CC(C)(Sc1cc(C(C)(C)C)c(O)c(C(C)(C)C)c1)Sc1cc(C(C)(C)C)c(O)c(C(C)(C)C)c1. The result is 0 (inactive). (2) The molecule is CCC(=O)OCN(C)c1nc(N(C)COC(=O)CC)nc(N(C)COC(=O)CC)n1. The result is 0 (inactive). (3) The drug is C=C(C)C1CCC2(COC(=O)CC(C)CC(=O)O)CCC3(C)C(CCC4C5(C)CCC(OC(=O)CC(C)CC(=O)O)C(C)(C)C5CCC43C)C12. The result is 0 (inactive). (4) The molecule is COc1cc2c(c3oc(C)c(C)c(=O)c13)C=CC(C)(C)O2. The result is 0 (inactive). (5) The compound is Cc1cccc(O)c1-c1nnc(CCCCCCCCc2nnc(-c3c(C)cccc3O)n2N)n1N. The result is 0 (inactive). (6) The drug is COc1ccc2[nH]c3c4c(ccc3c2c1)C(=O)C=CC4=O. The result is 0 (inactive). (7) The molecule is NCCCN1c2ccccc2Sc2ccc(Cl)cc21. The result is 0 (inactive).